This data is from NCI-60 drug combinations with 297,098 pairs across 59 cell lines. The task is: Regression. Given two drug SMILES strings and cell line genomic features, predict the synergy score measuring deviation from expected non-interaction effect. (1) Cell line: OVCAR3. Drug 1: C1=CC(=CC=C1CC(C(=O)O)N)N(CCCl)CCCl.Cl. Synergy scores: CSS=16.3, Synergy_ZIP=-1.80, Synergy_Bliss=-1.30, Synergy_Loewe=-9.43, Synergy_HSA=-4.58. Drug 2: N.N.Cl[Pt+2]Cl. (2) Drug 1: C1=C(C(=O)NC(=O)N1)F. Drug 2: C1CC(CCC1OC2=C(C(=CC=C2)Cl)F)(CC3=NC(=CC=C3)NC4=NC=CS4)C(=O)O. Cell line: NCIH23. Synergy scores: CSS=51.0, Synergy_ZIP=-6.80, Synergy_Bliss=-6.73, Synergy_Loewe=-1.05, Synergy_HSA=3.24. (3) Drug 1: C1CCC(C1)C(CC#N)N2C=C(C=N2)C3=C4C=CNC4=NC=N3. Cell line: HOP-62. Synergy scores: CSS=-2.64, Synergy_ZIP=3.17, Synergy_Bliss=1.42, Synergy_Loewe=-5.03, Synergy_HSA=-4.50. Drug 2: CCC(=C(C1=CC=CC=C1)C2=CC=C(C=C2)OCCN(C)C)C3=CC=CC=C3.C(C(=O)O)C(CC(=O)O)(C(=O)O)O. (4) Drug 1: CCC1(CC2CC(C3=C(CCN(C2)C1)C4=CC=CC=C4N3)(C5=C(C=C6C(=C5)C78CCN9C7C(C=CC9)(C(C(C8N6C=O)(C(=O)OC)O)OC(=O)C)CC)OC)C(=O)OC)O.OS(=O)(=O)O. Drug 2: CC1C(C(CC(O1)OC2CC(CC3=C2C(=C4C(=C3O)C(=O)C5=C(C4=O)C(=CC=C5)OC)O)(C(=O)CO)O)N)O.Cl. Cell line: SW-620. Synergy scores: CSS=33.3, Synergy_ZIP=0.702, Synergy_Bliss=1.16, Synergy_Loewe=-1.71, Synergy_HSA=2.31. (5) Drug 1: C1CCN(CC1)CCOC2=CC=C(C=C2)C(=O)C3=C(SC4=C3C=CC(=C4)O)C5=CC=C(C=C5)O. Drug 2: CC1OCC2C(O1)C(C(C(O2)OC3C4COC(=O)C4C(C5=CC6=C(C=C35)OCO6)C7=CC(=C(C(=C7)OC)O)OC)O)O. Cell line: UACC62. Synergy scores: CSS=25.2, Synergy_ZIP=-7.88, Synergy_Bliss=0.979, Synergy_Loewe=-4.60, Synergy_HSA=1.23. (6) Drug 1: C1=NC2=C(N=C(N=C2N1C3C(C(C(O3)CO)O)F)Cl)N. Drug 2: CC1=C2C(C(=O)C3(C(CC4C(C3C(C(C2(C)C)(CC1OC(=O)C(C(C5=CC=CC=C5)NC(=O)OC(C)(C)C)O)O)OC(=O)C6=CC=CC=C6)(CO4)OC(=O)C)O)C)O. Cell line: HT29. Synergy scores: CSS=31.6, Synergy_ZIP=0.372, Synergy_Bliss=2.73, Synergy_Loewe=1.64, Synergy_HSA=3.41. (7) Drug 1: C1CN1C2=NC(=NC(=N2)N3CC3)N4CC4. Synergy scores: CSS=9.82, Synergy_ZIP=-5.00, Synergy_Bliss=-7.93, Synergy_Loewe=-32.9, Synergy_HSA=-9.90. Cell line: T-47D. Drug 2: CC(C)NC(=O)C1=CC=C(C=C1)CNNC.Cl.